Task: Regression. Given a peptide amino acid sequence and an MHC pseudo amino acid sequence, predict their binding affinity value. This is MHC class I binding data.. Dataset: Peptide-MHC class I binding affinity with 185,985 pairs from IEDB/IMGT (1) The peptide sequence is LSARNKLFK. The binding affinity (normalized) is 0.105. The MHC is HLA-A33:01 with pseudo-sequence HLA-A33:01. (2) The peptide sequence is FVGRYCSPT. The MHC is HLA-A02:06 with pseudo-sequence HLA-A02:06. The binding affinity (normalized) is 0.758. (3) The binding affinity (normalized) is 0.0847. The MHC is HLA-A69:01 with pseudo-sequence HLA-A69:01. The peptide sequence is ILTDGPERV. (4) The peptide sequence is RNPYENILYK. The MHC is HLA-A68:01 with pseudo-sequence HLA-A68:01. The binding affinity (normalized) is 0.204. (5) The peptide sequence is SVANRSKQK. The MHC is HLA-A02:03 with pseudo-sequence HLA-A02:03. The binding affinity (normalized) is 0. (6) The peptide sequence is RPMSASRPA. The MHC is HLA-B15:17 with pseudo-sequence HLA-B15:17. The binding affinity (normalized) is 0.0847.